From a dataset of Forward reaction prediction with 1.9M reactions from USPTO patents (1976-2016). Predict the product of the given reaction. (1) Given the reactants [NH2:1][CH2:2][C:3]1[N:4]=[C:5]([N:13]2[CH2:18][CH2:17][CH:16]([NH:19][C:20]([C:22]3[NH:23][C:24]([CH3:29])=[C:25]([Cl:28])[C:26]=3[Cl:27])=[O:21])[CH2:15][CH2:14]2)[S:6][C:7]=1[C:8]([O:10]CC)=[O:9].[CH3:30][S:31](Cl)(=[O:33])=[O:32], predict the reaction product. The product is: [Cl:27][C:26]1[C:25]([Cl:28])=[C:24]([CH3:29])[NH:23][C:22]=1[C:20]([NH:19][CH:16]1[CH2:15][CH2:14][N:13]([C:5]2[S:6][C:7]([C:8]([OH:10])=[O:9])=[C:3]([CH2:2][NH:1][S:31]([CH3:30])(=[O:33])=[O:32])[N:4]=2)[CH2:18][CH2:17]1)=[O:21]. (2) The product is: [OH:1][C:2]1[CH:7]=[CH:6][C:5]([C:8]([F:10])([F:11])[F:9])=[CH:4][C:3]=1[C:12]1[CH:16]=[C:15]([C:45]2[CH:44]=[CH:43][C:42]3[C:47](=[CH:48][CH:49]=[C:40]([O:39][CH3:38])[CH:41]=3)[CH:46]=2)[N:14]([C@H:25]([C:27]2[CH:28]=[CH:29][C:30]([C:31]([O:33][CH2:34][CH3:35])=[O:32])=[CH:36][CH:37]=2)[CH3:26])[N:13]=1. Given the reactants [OH:1][C:2]1[CH:7]=[CH:6][C:5]([C:8]([F:11])([F:10])[F:9])=[CH:4][C:3]=1[C:12]1[CH:16]=[C:15](OS(C(F)(F)F)(=O)=O)[N:14]([C@H:25]([C:27]2[CH:37]=[CH:36][C:30]([C:31]([O:33][CH2:34][CH3:35])=[O:32])=[CH:29][CH:28]=2)[CH3:26])[N:13]=1.[CH3:38][O:39][C:40]1[CH:41]=[C:42]2[C:47](=[CH:48][CH:49]=1)[CH:46]=[C:45](B(O)O)[CH:44]=[CH:43]2.C(N(CC)CC)C, predict the reaction product. (3) Given the reactants C([O:3][C:4](=[O:48])[C@H:5]([OH:47])[CH2:6][NH:7][C:8](=[O:46])[C:9]1[CH:14]=[CH:13][C:12]([CH2:15][N:16]([C:34]2[CH:39]=[CH:38][C:37]([CH:40]3[CH2:45][CH2:44][CH2:43][CH2:42][CH2:41]3)=[CH:36][CH:35]=2)[C:17]([NH:19][C:20]2[CH:25]=[C:24]([C:26]([F:29])([F:28])[F:27])[CH:23]=[C:22]([C:30]([F:33])([F:32])[F:31])[CH:21]=2)=[O:18])=[CH:11][CH:10]=1)C.[OH-].[Na+], predict the reaction product. The product is: [F:27][C:26]([F:28])([F:29])[C:24]1[CH:25]=[C:20]([NH:19][C:17](=[O:18])[N:16]([CH2:15][C:12]2[CH:11]=[CH:10][C:9]([C:8]([NH:7][CH2:6][C@@H:5]([OH:47])[C:4]([OH:48])=[O:3])=[O:46])=[CH:14][CH:13]=2)[C:34]2[CH:39]=[CH:38][C:37]([CH:40]3[CH2:45][CH2:44][CH2:43][CH2:42][CH2:41]3)=[CH:36][CH:35]=2)[CH:21]=[C:22]([C:30]([F:32])([F:33])[F:31])[CH:23]=1. (4) Given the reactants [F:1][C:2]([F:23])([F:22])[C:3]([N:5]([C@H:13]1[CH2:15][C@@H:14]1[C:16]1[CH:21]=[CH:20][CH:19]=[CH:18][CH:17]=1)[CH2:6][CH:7]1[CH2:12][CH2:11][NH:10][CH2:9][CH2:8]1)=[O:4].[CH:24]([C:26]1[CH:34]=[CH:33][C:29]([C:30]([OH:32])=[O:31])=[CH:28][CH:27]=1)=O.C(O[BH-](OC(=O)C)OC(=O)C)(=O)C.[Na+], predict the reaction product. The product is: [F:23][C:2]([F:1])([F:22])[C:3]([N:5]([CH2:6][CH:7]1[CH2:8][CH2:9][N:10]([CH2:24][C:26]2[CH:34]=[CH:33][C:29]([C:30]([OH:32])=[O:31])=[CH:28][CH:27]=2)[CH2:11][CH2:12]1)[C@@H:13]1[CH2:15][C@H:14]1[C:16]1[CH:21]=[CH:20][CH:19]=[CH:18][CH:17]=1)=[O:4]. (5) Given the reactants C=O.[CH:3](O)=O.[F:6][C:7]1[CH:20]=[C:19]([N+:21]([O-:23])=[O:22])[CH:18]=[CH:17][C:8]=1[O:9][CH2:10][CH:11]1[CH2:16][CH2:15][CH2:14][NH:13][CH2:12]1.C(=O)([O-])O.[Na+], predict the reaction product. The product is: [F:6][C:7]1[CH:20]=[C:19]([N+:21]([O-:23])=[O:22])[CH:18]=[CH:17][C:8]=1[O:9][CH2:10][CH:11]1[CH2:16][CH2:15][CH2:14][N:13]([CH3:3])[CH2:12]1. (6) Given the reactants [CH2:1]([N:8]([CH3:28])[C:9]1[C:18]2[CH:17]=[N:16][CH:15]=[N:14][C:13]=2[N:12]([O:19]CC2C=CC=CC=2)[C:11](=[O:27])[CH:10]=1)[C:2]1[CH:7]=[CH:6][CH:5]=[CH:4][CH:3]=1.[H][H], predict the reaction product. The product is: [CH2:1]([N:8]([CH3:28])[C:9]1[C:18]2[CH:17]=[N:16][CH:15]=[N:14][C:13]=2[N:12]([OH:19])[C:11](=[O:27])[CH:10]=1)[C:2]1[CH:7]=[CH:6][CH:5]=[CH:4][CH:3]=1. (7) Given the reactants N(C(=CC1SC=C(F)C=1)C(OCC)=O)=[N+]=[N-].[N:17]([C:20](=[CH:26][C:27]1[S:28][C:29]([F:32])=[CH:30][CH:31]=1)[C:21]([O:23][CH2:24][CH3:25])=[O:22])=[N+]=[N-].CCOC(C)=O.CCCCCCC.COC1C=CC(C=O)=CC=1, predict the reaction product. The product is: [F:32][C:29]1[S:28][C:27]2[CH:26]=[C:20]([C:21]([O:23][CH2:24][CH3:25])=[O:22])[NH:17][C:31]=2[CH:30]=1. (8) Given the reactants Br[C:2]1[N:7]=[C:6]2[N:8]([C@H:12]([C:14]3[CH:19]=[CH:18][CH:17]=[CH:16][CH:15]=3)[CH3:13])[C:9]([OH:11])=[N:10][C:5]2=[N:4][CH:3]=1.[CH:20](B(O)O)=[CH2:21], predict the reaction product. The product is: [C:14]1([C@@H:12]([N:8]2[C:6]3=[N:7][C:2]([CH:20]=[CH2:21])=[CH:3][N:4]=[C:5]3[N:10]=[C:9]2[OH:11])[CH3:13])[CH:19]=[CH:18][CH:17]=[CH:16][CH:15]=1. (9) Given the reactants [Cl:1][C:2]1[CH:10]=[C:9]2[C:5]([C:6]([CH2:18][C:19]3[CH:24]=[CH:23][CH:22]=[C:21]([Cl:25])[CH:20]=3)([CH:12]3[CH2:17][CH2:16][CH2:15][NH:14][CH2:13]3)[C:7](=[O:11])[NH:8]2)=[CH:4][CH:3]=1.C(N(CC)CC)C.[N:33]([CH3:36])=[C:34]=[O:35], predict the reaction product. The product is: [CH3:36][NH:33][C:34]([N:14]1[CH2:15][CH2:16][CH2:17][CH:12]([C:6]2([CH2:18][C:19]3[CH:24]=[CH:23][CH:22]=[C:21]([Cl:25])[CH:20]=3)[C:5]3[C:9](=[CH:10][C:2]([Cl:1])=[CH:3][CH:4]=3)[NH:8][C:7]2=[O:11])[CH2:13]1)=[O:35].